The task is: Predict the reaction yield, written as a fraction of the theoretical maximum amount of product (1.0 means a 100% yield; for example, 0.34 means a 34% yield).. This data is from Reaction yield outcomes from USPTO patents with 853,638 reactions. The reactants are [CH2:1]([CH:6]1[C:10](=[O:11])[CH2:9][CH2:8][CH:7]1[CH:12](C(OC)=O)[C:13]([O:15][CH3:16])=[O:14])[CH2:2][CH2:3][CH2:4][CH3:5].C(C1C(=O)CCC1CC(O)=O)CCCC. The catalyst is O. The product is [CH2:1]([CH:6]1[C:10](=[O:11])[CH2:9][CH2:8][CH:7]1[CH2:12][C:13]([O:15][CH3:16])=[O:14])[CH2:2][CH2:3][CH2:4][CH3:5]. The yield is 0.973.